Dataset: NCI-60 drug combinations with 297,098 pairs across 59 cell lines. Task: Regression. Given two drug SMILES strings and cell line genomic features, predict the synergy score measuring deviation from expected non-interaction effect. (1) Drug 1: C1=CC(=C2C(=C1NCCNCCO)C(=O)C3=C(C=CC(=C3C2=O)O)O)NCCNCCO. Drug 2: CC1C(C(CC(O1)OC2CC(CC3=C2C(=C4C(=C3O)C(=O)C5=CC=CC=C5C4=O)O)(C(=O)C)O)N)O. Cell line: TK-10. Synergy scores: CSS=50.9, Synergy_ZIP=-1.41, Synergy_Bliss=-0.842, Synergy_Loewe=0.0574, Synergy_HSA=1.36. (2) Drug 1: C1CCC(C1)C(CC#N)N2C=C(C=N2)C3=C4C=CNC4=NC=N3. Drug 2: COC1=C(C=C2C(=C1)N=CN=C2NC3=CC(=C(C=C3)F)Cl)OCCCN4CCOCC4. Cell line: RPMI-8226. Synergy scores: CSS=31.9, Synergy_ZIP=7.03, Synergy_Bliss=11.7, Synergy_Loewe=-3.48, Synergy_HSA=7.19. (3) Drug 1: CC1=C(C=C(C=C1)NC(=O)C2=CC=C(C=C2)CN3CCN(CC3)C)NC4=NC=CC(=N4)C5=CN=CC=C5. Drug 2: C1=CC=C(C(=C1)C(C2=CC=C(C=C2)Cl)C(Cl)Cl)Cl. Cell line: SK-OV-3. Synergy scores: CSS=-2.92, Synergy_ZIP=1.43, Synergy_Bliss=0.661, Synergy_Loewe=-5.62, Synergy_HSA=-6.15. (4) Drug 1: C1CCC(C1)C(CC#N)N2C=C(C=N2)C3=C4C=CNC4=NC=N3. Drug 2: C1=CC(=C2C(=C1NCCNCCO)C(=O)C3=C(C=CC(=C3C2=O)O)O)NCCNCCO. Cell line: M14. Synergy scores: CSS=34.6, Synergy_ZIP=13.7, Synergy_Bliss=12.0, Synergy_Loewe=-35.6, Synergy_HSA=4.58. (5) Drug 2: CC1=C(C(=O)C2=C(C1=O)N3CC4C(C3(C2COC(=O)N)OC)N4)N. Synergy scores: CSS=17.9, Synergy_ZIP=2.46, Synergy_Bliss=5.93, Synergy_Loewe=8.89, Synergy_HSA=9.95. Drug 1: CC1CCC2CC(C(=CC=CC=CC(CC(C(=O)C(C(C(=CC(C(=O)CC(OC(=O)C3CCCCN3C(=O)C(=O)C1(O2)O)C(C)CC4CCC(C(C4)OC)O)C)C)O)OC)C)C)C)OC. Cell line: PC-3. (6) Drug 1: CC1=C(C(=CC=C1)Cl)NC(=O)C2=CN=C(S2)NC3=CC(=NC(=N3)C)N4CCN(CC4)CCO. Drug 2: C1CCC(C(C1)N)N.C(=O)(C(=O)[O-])[O-].[Pt+4]. Cell line: NCI/ADR-RES. Synergy scores: CSS=15.8, Synergy_ZIP=-7.95, Synergy_Bliss=-7.07, Synergy_Loewe=-1.48, Synergy_HSA=-1.41. (7) Drug 1: CC12CCC(CC1=CCC3C2CCC4(C3CC=C4C5=CN=CC=C5)C)O. Cell line: CAKI-1. Drug 2: C#CCC(CC1=CN=C2C(=N1)C(=NC(=N2)N)N)C3=CC=C(C=C3)C(=O)NC(CCC(=O)O)C(=O)O. Synergy scores: CSS=22.3, Synergy_ZIP=3.97, Synergy_Bliss=5.86, Synergy_Loewe=5.93, Synergy_HSA=6.32. (8) Drug 1: CN(C)N=NC1=C(NC=N1)C(=O)N. Drug 2: CCN(CC)CCNC(=O)C1=C(NC(=C1C)C=C2C3=C(C=CC(=C3)F)NC2=O)C. Cell line: NCI-H226. Synergy scores: CSS=-5.29, Synergy_ZIP=1.66, Synergy_Bliss=-0.144, Synergy_Loewe=-4.47, Synergy_HSA=-3.72. (9) Drug 1: CCC1=C2CN3C(=CC4=C(C3=O)COC(=O)C4(CC)O)C2=NC5=C1C=C(C=C5)O. Drug 2: C1CNP(=O)(OC1)N(CCCl)CCCl. Cell line: HCC-2998. Synergy scores: CSS=32.7, Synergy_ZIP=4.03, Synergy_Bliss=3.25, Synergy_Loewe=-55.8, Synergy_HSA=3.79.